Regression/Classification. Given a drug SMILES string, predict its toxicity properties. Task type varies by dataset: regression for continuous values (e.g., LD50, hERG inhibition percentage) or binary classification for toxic/non-toxic outcomes (e.g., AMES mutagenicity, cardiotoxicity, hepatotoxicity). Dataset: ames. From a dataset of Ames mutagenicity test results for genotoxicity prediction. (1) The compound is c1cnc2c(c1)-c1ncsc1CC2. The result is 0 (non-mutagenic). (2) The compound is COc1cc2c3c(c1OC)-c1cc4c(cc1CC3N(C)CC2)OCO4. The result is 1 (mutagenic). (3) The result is 0 (non-mutagenic). The drug is O=C(/C=C\c1ccc(O)c(O)c1)O[C@@H]1C[C@](O)(C(=O)O)C[C@H](O)[C@H]1O. (4) The drug is CCOC(=O)c1ccc(N(O)C=O)cc1. The result is 0 (non-mutagenic). (5) The result is 0 (non-mutagenic). The drug is Oc1[nH]nc2ccccc12. (6) The drug is CCCCCCCCc1ccc(Nc2ccc(CCCCCCCC)cc2)cc1. The result is 0 (non-mutagenic). (7) The compound is Fc1cccc2cccnc12. The result is 1 (mutagenic). (8) The compound is Cc1cc(N=Nc2cccnc2)c(N)cc1N. The result is 1 (mutagenic). (9) The molecule is CCOCn1cc(F)c(=O)n(C(=O)c2cccc(C(=O)Oc3nc(OC(=O)c4ccccc4)ccc3C#N)c2)c1=O. The result is 0 (non-mutagenic).